Predict the product of the given reaction. From a dataset of Forward reaction prediction with 1.9M reactions from USPTO patents (1976-2016). (1) Given the reactants [Cl:1][C:2]1[CH:7]=[CH:6][C:5]([C:8]2[C:9]([O:17][CH2:18][CH:19]3[CH2:23][CH2:22][O:21][CH2:20]3)=[N:10][CH:11]=[C:12]([CH:16]=2)[C:13](O)=[O:14])=[CH:4][CH:3]=1.[F:24][C:25]([F:34])([F:33])[C:26]1[N:30]=[C:29]([CH2:31][NH2:32])[O:28][N:27]=1, predict the reaction product. The product is: [Cl:1][C:2]1[CH:7]=[CH:6][C:5]([C:8]2[C:9]([O:17][CH2:18][CH:19]3[CH2:23][CH2:22][O:21][CH2:20]3)=[N:10][CH:11]=[C:12]([CH:16]=2)[C:13]([NH:32][CH2:31][C:29]2[O:28][N:27]=[C:26]([C:25]([F:34])([F:33])[F:24])[N:30]=2)=[O:14])=[CH:4][CH:3]=1. (2) Given the reactants [Cl:1][C:2]1[CH:7]=[CH:6][C:5]([Cl:8])=[CH:4][C:3]=1[S:9]([NH:12][C:13]1[CH:14]=[C:15]([CH:28]=[C:29]([O:33][CH3:34])[C:30]=1[O:31][CH3:32])[C:16]([NH:18][C:19]1[CH:27]=[CH:26][C:22]([C:23]([OH:25])=[O:24])=[CH:21][CH:20]=1)=[O:17])(=[O:11])=[O:10].Cl[C:36]1C=CC(Cl)=C[C:37]=1S(Cl)(=O)=O, predict the reaction product. The product is: [CH2:36]([O:24][C:23](=[O:25])[C:22]1[CH:21]=[CH:20][C:19]([NH:18][C:16](=[O:17])[C:15]2[CH:28]=[C:29]([O:33][CH3:34])[C:30]([O:31][CH3:32])=[C:13]([NH:12][S:9]([C:3]3[CH:4]=[C:5]([Cl:8])[CH:6]=[CH:7][C:2]=3[Cl:1])(=[O:11])=[O:10])[CH:14]=2)=[CH:27][CH:26]=1)[CH3:37]. (3) Given the reactants [Br-].[C:2]([CH:5](C)[CH2:6][P+](C1C=CC=CC=1)(C1C=CC=CC=1)C1C=CC=CC=1)([OH:4])=[O:3].[CH:27](=O)[C:28]1[CH:33]=[CH:32][C:31]([O:34][CH3:35])=[CH:30][CH:29]=1.[H-].[Na+], predict the reaction product. The product is: [CH3:35][O:34][C:31]1[CH:32]=[CH:33][C:28]([CH:27]=[CH:6][CH2:5][C:2]([OH:4])=[O:3])=[CH:29][CH:30]=1. (4) Given the reactants [C:1]([CH2:3][NH:4][C:5]([C@@H:7]([O:12][CH:13]([C:23]1[CH:28]=[CH:27][CH:26]=[CH:25][CH:24]=1)[C:14]1[CH:22]=[CH:21][C:17]([C:18](O)=[O:19])=[CH:16][CH:15]=1)[CH2:8][CH:9]([CH3:11])[CH3:10])=[O:6])#[N:2].Cl.[CH3:30][NH:31][CH3:32], predict the reaction product. The product is: [C:1]([CH2:3][NH:4][C:5]([C@@H:7]([O:12][CH:13]([C:23]1[CH:24]=[CH:25][CH:26]=[CH:27][CH:28]=1)[C:14]1[CH:15]=[CH:16][C:17]([C:18]([N:31]([CH3:32])[CH3:30])=[O:19])=[CH:21][CH:22]=1)[CH2:8][CH:9]([CH3:11])[CH3:10])=[O:6])#[N:2]. (5) Given the reactants [CH2:1]([O:3][C:4]([C@H:6]1[CH2:11][CH2:10][C@H:9]([N:12]2[C:16]([C:17]([F:20])([F:19])[F:18])=[C:15]([C:21](O)=[O:22])[CH:14]=[N:13]2)[CH2:8][C@@H:7]1[CH3:24])=[O:5])[CH3:2].[CH2:25]([O:27][C:28]([C@@H:30]1[CH2:35][CH2:34][C@@H:33]([N:36]2[C:40]([C:41]([F:44])([F:43])[F:42])=[C:39]([C:45](O)=[O:46])[CH:38]=[N:37]2)[CH2:32][C@H:31]1[CH3:48])=[O:29])[CH3:26].C(Cl)(=O)C([Cl:52])=O, predict the reaction product. The product is: [Cl:52][C:21]([C:15]1[CH:14]=[N:13][N:12]([C@H:9]2[CH2:10][CH2:11][C@H:6]([C:4]([O:3][CH2:1][CH3:2])=[O:5])[C@@H:7]([CH3:24])[CH2:8]2)[C:16]=1[C:17]([F:20])([F:19])[F:18])=[O:22].[Cl:52][C:45]([C:39]1[CH:38]=[N:37][N:36]([C@@H:33]2[CH2:34][CH2:35][C@@H:30]([C:28]([O:27][CH2:25][CH3:26])=[O:29])[C@H:31]([CH3:48])[CH2:32]2)[C:40]=1[C:41]([F:44])([F:43])[F:42])=[O:46]. (6) Given the reactants [CH3:1][O:2][C:3](=[O:29])[C:4]([NH:18]C(OCC1C=CC=CC=1)=O)=[CH:5][C:6]1[CH:7]=[C:8]2[C:12](=[C:13]([CH:15]([CH3:17])[CH3:16])[CH:14]=1)[NH:11][N:10]=[CH:9]2, predict the reaction product. The product is: [CH3:1][O:2][C:3](=[O:29])[CH:4]([NH2:18])[CH2:5][C:6]1[CH:7]=[C:8]2[C:12](=[C:13]([CH:15]([CH3:16])[CH3:17])[CH:14]=1)[NH:11][N:10]=[CH:9]2. (7) Given the reactants Cl[C:2]1[N:3]=[N+:4]([O-:12])[C:5]2[CH:11]=[CH:10][CH:9]=[CH:8][C:6]=2[N:7]=1.NCC[N:16]([CH3:27])[CH2:17][CH2:18][NH:19][C:20](=[O:26])[O:21][C:22]([CH3:25])([CH3:24])[CH3:23].C([N:30]([CH2:33][CH3:34])CC)C, predict the reaction product. The product is: [O-:12][N+:4]1[C:5]2[CH:11]=[CH:10][CH:9]=[CH:8][C:6]=2[N:7]=[C:2]([NH:7][CH2:6][CH2:8][N:19]([CH2:18][CH2:17][NH:16][C:27]2[N:3]=[N+:4]([O-:12])[C:5]3[CH:11]=[CH:10][CH:9]=[CH:34][C:33]=3[N:30]=2)[C:20](=[O:26])[O:21][C:22]([CH3:23])([CH3:24])[CH3:25])[N:3]=1.